The task is: Regression/Classification. Given a drug SMILES string, predict its toxicity properties. Task type varies by dataset: regression for continuous values (e.g., LD50, hERG inhibition percentage) or binary classification for toxic/non-toxic outcomes (e.g., AMES mutagenicity, cardiotoxicity, hepatotoxicity). Dataset: herg_karim.. This data is from hERG potassium channel inhibition data for cardiac toxicity prediction from Karim et al.. The molecule is O=C(C1CCCCN1)N1CCN(c2nc(NCc3ccc(Cl)cc3Cl)c3cccnc3n2)CC1. The result is 0 (non-blocker).